From a dataset of Full USPTO retrosynthesis dataset with 1.9M reactions from patents (1976-2016). Predict the reactants needed to synthesize the given product. (1) Given the product [C:8]([C:7]1[CH:6]=[CH:5][C:4]([C:11]#[CH:12])=[CH:3][CH:2]=1)(=[O:10])[CH3:9], predict the reactants needed to synthesize it. The reactants are: C[C:2]1[C:3](C)=[C:4]([C:11]#[C:12]CO)[CH:5]=[CH:6][C:7]=1[C:8](=[O:10])[CH3:9].[OH-].[Na+]. (2) The reactants are: [Cl:1][C:2]1[CH:3]=[C:4]([CH:19]=[CH:20][C:21]=1[Cl:22])[O:5][CH:6]1[CH2:11][CH2:10][N:9]([CH2:12][CH:13]2[CH2:18][CH2:17][NH:16][CH2:15][CH2:14]2)[CH2:8][CH2:7]1.[C:23](#[N:26])[CH:24]=[CH2:25].C(N(C(C)C)CC)(C)C.CN(C)C=O. Given the product [Cl:1][C:2]1[CH:3]=[C:4]([CH:19]=[CH:20][C:21]=1[Cl:22])[O:5][CH:6]1[CH2:7][CH2:8][N:9]([CH2:12][CH:13]2[CH2:14][CH2:15][N:16]([CH2:25][CH2:24][C:23]#[N:26])[CH2:17][CH2:18]2)[CH2:10][CH2:11]1, predict the reactants needed to synthesize it. (3) The reactants are: [O:1]1[CH2:7][CH2:6][CH2:5][O:4][C:3]2[CH:8]=[C:9]([CH2:12][NH2:13])[CH:10]=[CH:11][C:2]1=2.[Br:14][C:15]1[CH:16]=[CH:17][C:18]2[N:19]([CH:21]=[C:22]([C:24](OCC)=[O:25])[N:23]=2)[CH:20]=1. Given the product [Br:14][C:15]1[CH:16]=[CH:17][C:18]2[N:19]([CH:21]=[C:22]([C:24]([NH:13][CH2:12][C:9]3[CH:10]=[CH:11][C:2]4[O:1][CH2:7][CH2:6][CH2:5][O:4][C:3]=4[CH:8]=3)=[O:25])[N:23]=2)[CH:20]=1, predict the reactants needed to synthesize it. (4) Given the product [C:49]([O:53][C:54]([NH:56][CH2:57][CH2:58][CH2:59][C@H:60]([NH:71][C:5](=[O:7])[C:4]1[CH:8]=[CH:9][C:10]([C:11]([N:13]2[CH2:17][CH2:16][CH2:15][CH2:14]2)=[O:12])=[C:2]([CH3:1])[CH:3]=1)[C:61]1[NH:65][C:64]2[CH:66]=[CH:67][C:68]([Cl:70])=[CH:69][C:63]=2[N:62]=1)=[O:55])([CH3:52])([CH3:50])[CH3:51], predict the reactants needed to synthesize it. The reactants are: [CH3:1][C:2]1[CH:3]=[C:4]([CH:8]=[CH:9][C:10]=1[C:11]([N:13]1[CH2:17][CH2:16][CH2:15][CH2:14]1)=[O:12])[C:5]([OH:7])=O.CN(C(ON1N=NC2C=CC=CC1=2)=[N+](C)C)C.[B-](F)(F)(F)F.C(N(C(C)C)CC)(C)C.[C:49]([O:53][C:54]([NH:56][CH2:57][CH2:58][CH2:59][CH:60]([NH2:71])[C:61]1[NH:65][C:64]2[CH:66]=[CH:67][C:68]([Cl:70])=[CH:69][C:63]=2[N:62]=1)=[O:55])([CH3:52])([CH3:51])[CH3:50].ClCCl.CO.N.ClCl. (5) The reactants are: [NH2:1][C:2]1[C:7]([F:8])=[CH:6][C:5]([CH2:9][CH2:10][OH:11])=[CH:4][C:3]=1[F:12].Cl.[O:14]=[CH:15][CH2:16][C:17](S)=[NH:18]. Given the product [C:10]([O:11][CH2:10][CH2:9][C:5]1[CH:4]=[C:3]([F:12])[C:2]([NH:1][C:17](=[NH:18])[CH2:16][C:15]([C:6]2[CH:5]=[CH:4][C:3]([F:12])=[CH:2][C:7]=2[F:8])=[O:14])=[C:7]([F:8])[CH:6]=1)(=[O:11])[CH3:9], predict the reactants needed to synthesize it. (6) Given the product [C:7]([C:6]1[NH:19][C:1]([C:25]([CH2:15][CH3:16])([CH3:26])[CH3:20])=[CH:2][CH:5]=1)([CH2:8][CH3:9])([CH3:11])[CH3:10], predict the reactants needed to synthesize it. The reactants are: [CH3:1][C:2](C)([C:5](=O)[C:6](=O)[C:7]([CH3:11])([CH3:10])[CH2:8][CH3:9])CC.[C:15]([O-])(=O)[CH3:16].[NH4+:19].[C:20](=O)(O)[O-].[Na+].[C:25](O)(=O)[CH3:26]. (7) Given the product [C:27]([O:26][C:24]([N:21]1[CH2:20][CH2:19][CH:18]([C@H:16]([CH3:17])[CH2:15][CH2:14][O:13][C:38]2[CH:39]=[CH:40][C:35]([S:32]([CH3:31])(=[O:34])=[O:33])=[CH:36][CH:37]=2)[CH2:23][CH2:22]1)=[O:25])([CH3:29])([CH3:28])[CH3:30], predict the reactants needed to synthesize it. The reactants are: CCOC(/N=N/C(OCC)=O)=O.[OH:13][CH2:14][CH2:15][C@H:16]([CH:18]1[CH2:23][CH2:22][N:21]([C:24]([O:26][C:27]([CH3:30])([CH3:29])[CH3:28])=[O:25])[CH2:20][CH2:19]1)[CH3:17].[CH3:31][S:32]([C:35]1[CH:40]=[CH:39][C:38](O)=[CH:37][CH:36]=1)(=[O:34])=[O:33].C1C=CC(P(C2C=CC=CC=2)C2C=CC=CC=2)=CC=1. (8) Given the product [Cl:1][C:2]1[CH:3]=[C:4]([C@@H:10]([CH2:25][CH:26]2[CH2:29][CH2:28][CH2:27]2)[C:11]([OH:12])=[O:31])[CH:5]=[CH:6][C:7]=1[S:8][CH3:9], predict the reactants needed to synthesize it. The reactants are: [Cl:1][C:2]1[CH:3]=[C:4]([C@@H:10]([CH2:25][CH:26]2[CH2:29][CH2:28][CH2:27]2)[C:11](N([C@H](C)[C@H](O)C2C=CC=CC=2)C)=[O:12])[CH:5]=[CH:6][C:7]=1[S:8][CH3:9].S(=O)(=O)(O)[OH:31]. (9) Given the product [Cl:1][C:2]1[N:7]=[C:6]([C:8]([NH2:25])=[O:9])[CH:5]=[C:4]([N:12]([CH2:17][CH:18]2[CH2:22][O:21][C:20]([CH3:24])([CH3:23])[O:19]2)[S:13]([CH3:16])(=[O:15])=[O:14])[N:3]=1, predict the reactants needed to synthesize it. The reactants are: [Cl:1][C:2]1[N:7]=[C:6]([C:8](OC)=[O:9])[CH:5]=[C:4]([N:12]([CH2:17][CH:18]2[CH2:22][O:21][C:20]([CH3:24])([CH3:23])[O:19]2)[S:13]([CH3:16])(=[O:15])=[O:14])[N:3]=1.[NH3:25].